From a dataset of Forward reaction prediction with 1.9M reactions from USPTO patents (1976-2016). Predict the product of the given reaction. (1) The product is: [F:1][C:2]1[C:3]2[CH2:14][CH2:13][CH:12]([CH2:15][CH2:16][NH:17][C:18](=[O:20])[CH3:19])[C:4]=2[C:5]2[C:9]([CH:10]=1)=[N:8][N:7]([CH3:11])[CH:6]=2. Given the reactants [F:1][C:2]1[C:3]2[CH2:14][CH2:13][C:12](=[CH:15][CH2:16][NH:17][C:18](=[O:20])[CH3:19])[C:4]=2[C:5]2[C:9]([CH:10]=1)=[N:8][N:7]([CH3:11])[CH:6]=2, predict the reaction product. (2) Given the reactants [CH2:1]([NH:8][C:9]1[CH:14]=[C:13]([NH:15][C:16]2[CH:21]=[CH:20][C:19]([N:22]3[CH2:28][CH2:27][CH2:26][NH:25][CH2:24][CH2:23]3)=[CH:18][CH:17]=2)[N:12]=[CH:11][C:10]=1[CH2:29][C:30]([NH2:32])=[O:31])[C:2]1[CH:7]=[CH:6][CH:5]=[CH:4][CH:3]=1.[C:33](=O)([O-])[O-].[K+].[K+].IC.C(Cl)(Cl)Cl, predict the reaction product. The product is: [CH2:1]([NH:8][C:9]1[CH:14]=[C:13]([NH:15][C:16]2[CH:17]=[CH:18][C:19]([N:22]3[CH2:28][CH2:27][CH2:26][N:25]([CH3:33])[CH2:24][CH2:23]3)=[CH:20][CH:21]=2)[N:12]=[CH:11][C:10]=1[CH2:29][C:30]([NH2:32])=[O:31])[C:2]1[CH:7]=[CH:6][CH:5]=[CH:4][CH:3]=1. (3) Given the reactants C([O:3][C:4]([C:6]1[CH:7]=[N:8][O:9][C:10]=1[CH3:11])=[O:5])C.S(=O)(=O)(O)O, predict the reaction product. The product is: [CH3:11][C:10]1[O:9][N:8]=[CH:7][C:6]=1[C:4]([OH:5])=[O:3]. (4) Given the reactants [CH3:1][C:2](C)([CH2:6][C:7]1[CH:12]=[CH:11][C:10]([O:13][CH3:14])=[CH:9][CH:8]=1)[C:3](O)=O.C([N:18](CC)CC)C.C1(P(N=[N+]=[N-])(C2C=CC=CC=2)=O)C=CC=CC=1, predict the reaction product. The product is: [CH3:1][C:2]([NH2:18])([CH3:3])[CH2:6][C:7]1[CH:12]=[CH:11][C:10]([O:13][CH3:14])=[CH:9][CH:8]=1. (5) Given the reactants [CH3:1][O:2][CH:3]([C:7]1[CH:12]=[CH:11][C:10]([O:13][C:14]2[CH:19]=[CH:18][CH:17]=[CH:16][CH:15]=2)=[CH:9][CH:8]=1)[C:4]([OH:6])=O.[NH2:20][CH2:21][C:22]1[CH:29]=[CH:28][C:25]([C:26]#[N:27])=[CH:24][CH:23]=1, predict the reaction product. The product is: [C:21]([C:22]1[CH:29]=[CH:28][C:25]([CH2:26][NH:27][C:4](=[O:6])[CH:3]([O:2][CH3:1])[C:7]2[CH:12]=[CH:11][C:10]([O:13][C:14]3[CH:19]=[CH:18][CH:17]=[CH:16][CH:15]=3)=[CH:9][CH:8]=2)=[CH:24][CH:23]=1)#[N:20]. (6) The product is: [CH3:23][O:24][C:25]1[CH:30]=[CH:29][C:28]([C:2]2[S:10][C:9]3[N:8]=[C:7]4[CH2:11][CH2:12][CH2:13][CH2:14][CH2:15][C:6]4=[C:5]([C:16]4[S:17][CH:18]=[CH:19][CH:20]=4)[C:4]=3[C:3]=2[C:21]#[N:22])=[CH:27][CH:26]=1. Given the reactants Br[C:2]1[S:10][C:9]2[N:8]=[C:7]3[CH2:11][CH2:12][CH2:13][CH2:14][CH2:15][C:6]3=[C:5]([C:16]3[S:17][CH:18]=[CH:19][CH:20]=3)[C:4]=2[C:3]=1[C:21]#[N:22].[CH3:23][O:24][C:25]1[CH:30]=[CH:29][C:28](B(O)O)=[CH:27][CH:26]=1.C([O-])(O)=O.[Na+], predict the reaction product.